From a dataset of Forward reaction prediction with 1.9M reactions from USPTO patents (1976-2016). Predict the product of the given reaction. Given the reactants [OH:1]/[N:2]=[C:3](\[C:10]1[N:14]([CH3:15])[N:13]=[CH:12][N:11]=1)/[C:4]1[CH:9]=[CH:8][CH:7]=[CH:6][CH:5]=1.C([O-])([O-])=O.[Cs+].[Cs+].Br[CH2:23][C:24]1[N:29]=[C:28]([N:30]2[C:38](=[O:39])[C:37]3[C:32](=[CH:33][CH:34]=[CH:35][CH:36]=3)[C:31]2=[O:40])[CH:27]=[CH:26][CH:25]=1, predict the reaction product. The product is: [CH3:15][N:14]1[C:10]([C:3](=[N:2][O:1][CH2:23][C:24]2[N:29]=[C:28]([N:30]3[C:31](=[O:40])[C:32]4[C:37](=[CH:36][CH:35]=[CH:34][CH:33]=4)[C:38]3=[O:39])[CH:27]=[CH:26][CH:25]=2)[C:4]2[CH:5]=[CH:6][CH:7]=[CH:8][CH:9]=2)=[N:11][CH:12]=[N:13]1.